Dataset: Forward reaction prediction with 1.9M reactions from USPTO patents (1976-2016). Task: Predict the product of the given reaction. Given the reactants [C:1]([O:6][CH2:7][C@@H:8]1[C@@H:12]([O:13][Si](C(C)(C)C)(C)C)[C@@H:11]([O:21][Si](C(C)(C)C)(C)C)[C@H:10]([N:29]2[CH:34]=[CH:33][CH:32]=[N:31][C:30]2=[O:35])[O:9]1)(=[O:5])[CH2:2][CH2:3][CH3:4].[F-].C([N+](CCCC)(CCCC)CCCC)CCC, predict the reaction product. The product is: [C:1]([O:6][CH2:7][C@@H:8]1[C@@H:12]([OH:13])[C@@H:11]([OH:21])[C@H:10]([N:29]2[CH:34]=[CH:33][CH:32]=[N:31][C:30]2=[O:35])[O:9]1)(=[O:5])[CH2:2][CH2:3][CH3:4].